This data is from Full USPTO retrosynthesis dataset with 1.9M reactions from patents (1976-2016). The task is: Predict the reactants needed to synthesize the given product. (1) Given the product [NH2:1][C:2]1[N:3]=[C:4]([C:20]2[O:21][CH:22]=[CH:23][CH:24]=2)[C:5]([C:13]2[CH:14]=[CH:15][C:16](=[O:19])[N:17]([CH2:27][CH:26]=[CH2:25])[CH:18]=2)=[C:6]([C:8]2[O:9][CH:10]=[CH:11][CH:12]=2)[N:7]=1, predict the reactants needed to synthesize it. The reactants are: [NH2:1][C:2]1[N:7]=[C:6]([C:8]2[O:9][CH:10]=[CH:11][CH:12]=2)[C:5]([C:13]2[CH:14]=[CH:15][C:16](=[O:19])[NH:17][CH:18]=2)=[C:4]([C:20]2[O:21][CH:22]=[CH:23][CH:24]=2)[N:3]=1.[CH2:25](Br)[CH:26]=[CH2:27]. (2) Given the product [CH3:1][O:2][C:3]1[CH:4]=[CH:5][C:6]2[N:10]=[C:9]([C:11]3[C:23]4[C:22]5[C:17](=[CH:18][CH:19]=[CH:20][CH:21]=5)[CH:16]([NH2:24])[C:15]=4[CH:14]=[CH:13][CH:12]=3)[NH:8][C:7]=2[CH:26]=1, predict the reactants needed to synthesize it. The reactants are: [CH3:1][O:2][C:3]1[CH:4]=[CH:5][C:6]2[N:10]=[C:9]([C:11]3[C:23]4[C:22]5[C:17](=[CH:18][CH:19]=[CH:20][CH:21]=5)[C:16](=[N:24]O)[C:15]=4[CH:14]=[CH:13][CH:12]=3)[NH:8][C:7]=2[CH:26]=1. (3) Given the product [CH:8]1([N:6]2[C:5](=[O:12])[C:4]([CH3:13])=[CH:3][C:2]([C:23]3[CH:22]=[C:21]([NH:24][S:25]([CH3:28])(=[O:26])=[O:27])[CH:20]=[CH:19][C:18]=3[O:17][C:16]3[CH:38]=[CH:39][C:40]([F:42])=[CH:41][C:15]=3[F:14])=[CH:7]2)[CH2:11][CH2:10][CH2:9]1, predict the reactants needed to synthesize it. The reactants are: Br[C:2]1[CH:3]=[C:4]([CH3:13])[C:5](=[O:12])[N:6]([CH:8]2[CH2:11][CH2:10][CH2:9]2)[CH:7]=1.[F:14][C:15]1[CH:41]=[C:40]([F:42])[CH:39]=[CH:38][C:16]=1[O:17][C:18]1[CH:23]=[CH:22][C:21]([NH:24][S:25]([CH3:28])(=[O:27])=[O:26])=[CH:20][C:19]=1B1OC(C)(C)C(C)(C)O1.C([O-])([O-])=O.[K+].[K+]. (4) Given the product [CH2:24]([N:26]1[C:2]2[C:3](=[CH:4][CH:5]=[C:6]([OH:8])[CH:7]=2)[C:10]([C:12]2[CH:21]=[CH:20][C:19]3[C:14](=[CH:15][CH:16]=[C:17]([OH:22])[CH:18]=3)[CH:13]=2)=[N:27]1)[CH3:25], predict the reactants needed to synthesize it. The reactants are: F[C:2]1[CH:7]=[C:6]([O:8]C)[CH:5]=[CH:4][C:3]=1[C:10]([C:12]1[CH:21]=[CH:20][C:19]2[C:14](=[CH:15][CH:16]=[C:17]([O:22]C)[CH:18]=2)[CH:13]=1)=O.[CH2:24]([NH:26][NH2:27])[CH3:25]. (5) Given the product [CH3:11][O:7][C:2]1[S:1][CH:21]=[C:22]([O:23][CH3:24])[N:3]=1, predict the reactants needed to synthesize it. The reactants are: [S:1]1CC(=O)[NH:3][C:2]1=[O:7].[H-].[Na+].[Li+].[CH3:11]C([N-]C(C)C)C.CI.C1[CH2:24][O:23][CH2:22][CH2:21]1. (6) The reactants are: [Br:1][C:2]1[CH:7]=[C:6]([CH2:8][O:9][Si:10]([CH:17]([CH3:19])[CH3:18])([CH:14]([CH3:16])[CH3:15])[CH:11]([CH3:13])[CH3:12])[C:5]([Cl:20])=[CH:4][C:3]=1[CH2:21][OH:22].[H-].[Na+].[CH2:25](Br)[CH:26]=[CH2:27]. Given the product [CH2:27]([O:22][CH2:21][C:3]1[C:2]([Br:1])=[CH:7][C:6]([CH2:8][O:9][Si:10]([CH:17]([CH3:19])[CH3:18])([CH:11]([CH3:12])[CH3:13])[CH:14]([CH3:15])[CH3:16])=[C:5]([Cl:20])[CH:4]=1)[CH:26]=[CH2:25], predict the reactants needed to synthesize it. (7) The reactants are: [CH3:1][O:2][C:3]1[CH:10]=[CH:9][C:6]([CH:7]=O)=[CH:5][CH:4]=1.[NH2:11][CH2:12][CH2:13][NH:14][C:15]([O:17][C:18]([CH3:21])([CH3:20])[CH3:19])=[O:16].C(O[BH-](OC(=O)C)OC(=O)C)(=O)C.[Na+].S([O-])([O-])(=O)=O.[Mg+2]. Given the product [C:18]([O:17][C:15]([NH:14][CH2:13][CH2:12][NH:11][CH2:7][C:6]1[CH:9]=[CH:10][C:3]([O:2][CH3:1])=[CH:4][CH:5]=1)=[O:16])([CH3:21])([CH3:20])[CH3:19], predict the reactants needed to synthesize it. (8) Given the product [CH2:1]([N:3]([CH2:17][CH3:18])[CH2:4][CH2:5][CH2:6][O:7][C:8]1[CH:13]=[CH:12][C:11]([N:14]2[CH:39]=[C:38]([C:35]3[CH:36]=[CH:37][C:32]([O:31][CH2:24][C:25]4[CH:30]=[CH:29][C:28]([O:44][C:45]5[CH:46]=[CH:27][CH:26]=[CH:25][CH:24]=5)=[CH:27][CH:26]=4)=[CH:33][CH:34]=3)[N:20]=[C:22]2[CH2:34][CH:35]([CH3:38])[CH3:36])=[CH:10][CH:9]=1)[CH3:2], predict the reactants needed to synthesize it. The reactants are: [CH2:1]([N:3]([CH2:17][CH3:18])[CH2:4][CH2:5][CH2:6][O:7][C:8]1[CH:13]=[CH:12][C:11]([N+:14]([O-])=O)=[CH:10][CH:9]=1)[CH3:2].C[N:20]([CH:22]=O)C.[CH2:24]([O:31][C:32]1[CH:37]=[CH:36][C:35]([C:38](=O)[CH2:39]Br)=[CH:34][CH:33]=1)[C:25]1[CH:30]=[CH:29][CH:28]=[CH:27][CH:26]=1.CC[O:44][CH2:45][CH3:46].